From a dataset of Full USPTO retrosynthesis dataset with 1.9M reactions from patents (1976-2016). Predict the reactants needed to synthesize the given product. (1) Given the product [CH2:15]([N:13]1[C:14]2[C:6]([N+:3]([O-:5])=[O:4])=[CH:7][CH:8]=[CH:9][C:10]=2[N:11]=[CH:12]1)[CH3:16], predict the reactants needed to synthesize it. The reactants are: [H-].[Na+].[N+:3]([C:6]1[C:14]2[N:13]=[CH:12][NH:11][C:10]=2[CH:9]=[CH:8][CH:7]=1)([O-:5])=[O:4].[CH2:15](I)[CH3:16]. (2) Given the product [F:30][C:31]([F:44])([F:43])[S:32]([O-:35])(=[O:34])=[O:33].[CH2:8]([N+:15]12[CH2:28][CH:17]([CH2:16]1)[C:18]([C:21]1[CH:26]=[CH:25][C:24]([F:27])=[CH:23][CH:22]=1)=[CH:19][CH2:20]2)[C:9]1[CH:14]=[CH:13][CH:12]=[CH:11][CH:10]=1, predict the reactants needed to synthesize it. The reactants are: C(N(CC)CC)C.[CH2:8]([N:15]1[CH2:20][CH:19]=[C:18]([C:21]2[CH:26]=[CH:25][C:24]([F:27])=[CH:23][CH:22]=2)[CH:17]([CH2:28]O)[CH2:16]1)[C:9]1[CH:14]=[CH:13][CH:12]=[CH:11][CH:10]=1.[F:30][C:31]([F:44])([F:43])[S:32]([O:35]S(C(F)(F)F)(=O)=O)(=[O:34])=[O:33].[OH-].[Na+]. (3) Given the product [C:3]1(=[O:12])[CH:4]2[CH:9]([CH:8]3[CH2:7][CH2:6][CH:5]2[CH2:11][CH2:10]3)[C:1](=[O:13])[CH2:2]1, predict the reactants needed to synthesize it. The reactants are: [C:1]1(=[O:13])[CH:9]2[CH:4]([CH:5]3[CH2:11][CH2:10][CH:8]2[CH:7]=[CH:6]3)[C:3](=[O:12])[CH2:2]1. (4) Given the product [CH3:1][O:2][C:3](=[O:20])[CH:4]([O:18][CH3:19])[CH2:5][C:6]1[CH:11]=[CH:10][CH:9]=[C:8]([C:12]#[C:13][CH2:14][CH2:15][CH2:16][Br:22])[CH:7]=1, predict the reactants needed to synthesize it. The reactants are: [CH3:1][O:2][C:3](=[O:20])[CH:4]([O:18][CH3:19])[CH2:5][C:6]1[CH:11]=[CH:10][CH:9]=[C:8]([C:12]#[C:13][CH2:14][CH2:15][CH2:16]O)[CH:7]=1.C(Br)(Br)(Br)[Br:22].C1(P(C2C=CC=CC=2)C2C=CC=CC=2)C=CC=CC=1. (5) Given the product [CH:15]1([CH2:14][C:3]2[C:2]([OH:24])=[C:7]([CH:8]([CH3:10])[CH3:9])[C:6](=[O:11])[NH:5][C:4]=2[CH3:13])[CH2:17][CH2:16]1, predict the reactants needed to synthesize it. The reactants are: Br[C:2]1[C:7]([CH:8]([CH3:10])[CH3:9])=[C:6]([O:11]C)[N:5]=[C:4]([CH3:13])[C:3]=1[CH2:14][CH:15]1[CH2:17][CH2:16]1.C1([OH:24])C=CC=CC=1.C(Br)(=O)C. (6) Given the product [O:16]=[C:12]([CH3:11])[CH2:13][C:14]1[O:9][C:1](=[O:10])[C:2]2[CH:8]=[CH:7][CH:6]=[CH:5][C:3]=2[N:4]=1, predict the reactants needed to synthesize it. The reactants are: [C:1]([OH:10])(=[O:9])[C:2]1[C:3](=[CH:5][CH:6]=[CH:7][CH:8]=1)[NH2:4].[CH2:11]=[C:12]1[O:16][C:14](=O)[CH2:13]1.C(OC(=O)C)(=O)C. (7) Given the product [Cl:20][C:21]1[N:22]=[CH:23][N:24]([C:26]2[CH:31]=[CH:30][C:29]([NH:32][C:33]3[S:34][C:2]4[CH2:3][C:4]5([O:8][CH2:7][CH2:6][O:5]5)[CH2:9][CH:10]([C:13]5[CH:18]=[CH:17][C:16]([F:19])=[CH:15][CH:14]=5)[C:11]=4[N:35]=3)=[CH:28][C:27]=2[O:36][CH3:37])[CH:25]=1, predict the reactants needed to synthesize it. The reactants are: Br[CH:2]1[C:11](=O)[CH:10]([C:13]2[CH:18]=[CH:17][C:16]([F:19])=[CH:15][CH:14]=2)[CH2:9][C:4]2([O:8][CH2:7][CH2:6][O:5]2)[CH2:3]1.[Cl:20][C:21]1[N:22]=[CH:23][N:24]([C:26]2[CH:31]=[CH:30][C:29]([NH:32][C:33]([NH2:35])=[S:34])=[CH:28][C:27]=2[O:36][CH3:37])[CH:25]=1. (8) Given the product [Cl:8][C:9]1[CH:14]=[CH:13][C:12]([C:15]2[CH2:20][CH2:19][N:18]([C@H:21]3[CH2:26][CH2:25][CH2:24][NH:23][CH2:22]3)[CH2:17][CH:16]=2)=[CH:11][C:10]=1[NH:34][C@@H:35]([C:37]1[CH:42]=[CH:41][C:40]([Cl:43])=[CH:39][C:38]=1[Cl:44])[CH3:36], predict the reactants needed to synthesize it. The reactants are: FC(F)(F)C(O)=O.[Cl:8][C:9]1[CH:14]=[CH:13][C:12]([C:15]2[CH2:20][CH2:19][N:18]([C@H:21]3[CH2:26][CH2:25][CH2:24][N:23](C(OC(C)(C)C)=O)[CH2:22]3)[CH2:17][CH:16]=2)=[CH:11][C:10]=1[NH:34][C@@H:35]([C:37]1[CH:42]=[CH:41][C:40]([Cl:43])=[CH:39][C:38]=1[Cl:44])[CH3:36].